Dataset: Full USPTO retrosynthesis dataset with 1.9M reactions from patents (1976-2016). Task: Predict the reactants needed to synthesize the given product. (1) Given the product [C@@H:6]1([O:24][C:25]2[C:29]([CH2:30][C:31]3[CH:36]=[CH:35][C:34]([O:37][CH2:38][CH2:39][CH2:40][NH:48][C:47]([CH2:51][OH:52])([CH2:49][OH:50])[CH2:46][OH:45])=[CH:33][CH:32]=3)=[C:28]([CH:42]([CH3:44])[CH3:43])[NH:27][N:26]=2)[O:7][C@H:8]([CH2:19][OH:20])[C@@H:9]([OH:15])[C@H:10]([OH:11])[C@H:5]1[OH:4], predict the reactants needed to synthesize it. The reactants are: C([O:4][C@@H:5]1[C@@H:10]([O:11]C(=O)C)[C@H:9]([O:15]C(=O)C)[C@@H:8]([CH2:19][O:20]C(=O)C)[O:7][C@H:6]1[O:24][C:25]1[C:29]([CH2:30][C:31]2[CH:36]=[CH:35][C:34]([O:37][CH2:38][CH2:39][CH2:40]O)=[CH:33][CH:32]=2)=[C:28]([CH:42]([CH3:44])[CH3:43])[NH:27][N:26]=1)(=O)C.[OH:45][CH2:46][C:47]([CH2:51][OH:52])([CH2:49][OH:50])[NH2:48].NC(C)(C)CO. (2) Given the product [CH3:30][S:31]([O:1][CH:2]([CH2:16][C:17]1[CH:22]=[CH:21][CH:20]=[CH:19][CH:18]=1)[CH2:3][CH2:4][CH2:5][C:6]1[CH:15]=[CH:14][CH:13]=[CH:12][C:7]=1[C:8]([O:10][CH3:11])=[O:9])(=[O:33])=[O:32], predict the reactants needed to synthesize it. The reactants are: [OH:1][CH:2]([CH2:16][C:17]1[CH:22]=[CH:21][CH:20]=[CH:19][CH:18]=1)[CH2:3][CH2:4][CH2:5][C:6]1[CH:15]=[CH:14][CH:13]=[CH:12][C:7]=1[C:8]([O:10][CH3:11])=[O:9].CCN(CC)CC.[CH3:30][S:31](Cl)(=[O:33])=[O:32]. (3) Given the product [F:8][C:7]([F:9])([F:10])[C:6]([N:14]1[CH:18]=[CH:17][N:16]([C:6](=[O:11])[C:7]([F:10])([F:8])[F:9])[CH:15]1[C:35]1[CH:36]=[CH:37][C:38]2[N:25]([C:19]3[CH:20]=[CH:21][CH:22]=[CH:23][CH:24]=3)[C:26]3[C:31]([S:32][C:33]=2[CH:34]=1)=[CH:30][C:29]([CH:15]1[N:14]([C:6](=[O:11])[C:7]([F:10])([F:9])[F:8])[CH:18]=[CH:17][N:16]1[C:6](=[O:11])[C:7]([F:8])([F:9])[F:10])=[CH:28][CH:27]=3)=[O:11], predict the reactants needed to synthesize it. The reactants are: [F:8][C:7]([F:10])([F:9])[C:6](O[C:6](=[O:11])[C:7]([F:10])([F:9])[F:8])=[O:11].[NH:14]1[CH:18]=[CH:17][N:16]=[CH:15]1.[C:19]1([N:25]2[C:38]3[CH:37]=[CH:36][CH:35]=[CH:34][C:33]=3[S:32][C:31]3[C:26]2=[CH:27][CH:28]=[CH:29][CH:30]=3)[CH:24]=[CH:23][CH:22]=[CH:21][CH:20]=1. (4) Given the product [Br:17][C:11]1[C:10]2[C:9]([CH3:12])([CH3:13])[CH2:8][CH2:7][CH2:6][C:5]=2[CH:4]=[C:3]([C:14](=[O:16])[CH3:15])[C:2]=1[OH:1], predict the reactants needed to synthesize it. The reactants are: [OH:1][C:2]1[C:3]([C:14](=[O:16])[CH3:15])=[CH:4][C:5]2[CH2:6][CH2:7][CH2:8][C:9]([CH3:13])([CH3:12])[C:10]=2[CH:11]=1.[Br:17]N1C(=O)CCC1=O. (5) Given the product [CH:9]1[C:10]2[C:5](=[CH:4][CH:3]=[CH:12][CH:11]=2)[CH:6]=[CH:7][N:8]=1, predict the reactants needed to synthesize it. The reactants are: CO[C:3]1[CH:4]=[C:5]2[C:10](=[CH:11][CH:12]=1)[C:9](=O)[NH:8][CH:7]=[CH:6]2.C1C(=O)N(Cl)C(=O)C1. (6) Given the product [CH2:1]([O:8][C:9]1[CH:10]=[CH:11][C:12]([O:13][CH2:14][C@@H:15]([OH:41])[CH2:16][NH:17][CH2:25][CH2:26][C:27]2[CH:28]=[CH:29][C:30]([NH:33][CH:34]3[S:38][C:37](=[O:39])[NH:36][C:35]3=[O:40])=[CH:31][CH:32]=2)=[CH:42][CH:43]=1)[C:2]1[CH:3]=[CH:4][CH:5]=[CH:6][CH:7]=1, predict the reactants needed to synthesize it. The reactants are: [CH2:1]([O:8][C:9]1[CH:43]=[CH:42][C:12]([O:13][CH2:14][C@@H:15]([OH:41])[CH2:16][N:17]([CH2:25][CH2:26][C:27]2[CH:32]=[CH:31][C:30]([NH:33][CH:34]3[S:38][C:37](=[O:39])[NH:36][C:35]3=[O:40])=[CH:29][CH:28]=2)C(=O)OC(C)(C)C)=[CH:11][CH:10]=1)[C:2]1[CH:7]=[CH:6][CH:5]=[CH:4][CH:3]=1.FC(F)(F)C(O)=O. (7) Given the product [I:1][C:17]1[C:11]2[C:12](=[N:13][CH:14]=[C:9]([C:7]3[CH:6]=[N:5][N:4]([CH3:3])[CH:8]=3)[CH:10]=2)[NH:15][CH:16]=1, predict the reactants needed to synthesize it. The reactants are: [I:1]I.[CH3:3][N:4]1[CH:8]=[C:7]([C:9]2[CH:10]=[C:11]3[CH:17]=[CH:16][NH:15][C:12]3=[N:13][CH:14]=2)[CH:6]=[N:5]1.[OH-].[K+].S([O-])([O-])=O.[Na+].[Na+]. (8) Given the product [NH2:30][C@H:28]1[C@H:27]([S:44]([CH3:48])(=[O:46])=[O:43])[C@@H:26]([CH3:40])[CH2:25][C@@H:24]([C:23]2[CH:22]=[CH:21][N:20]=[CH:19][C:18]=2[NH:17][C:15](=[O:16])[C:13]2[CH:12]=[CH:11][C:10]([F:41])=[C:9]([C:3]3[C:2]([F:1])=[CH:7][CH:6]=[CH:5][C:4]=3[F:8])[N:14]=2)[CH2:29]1, predict the reactants needed to synthesize it. The reactants are: [F:1][C:2]1[CH:7]=[CH:6][CH:5]=[C:4]([F:8])[C:3]=1[C:9]1[N:14]=[C:13]([C:15]([NH:17][C:18]2[CH:19]=[N:20][CH:21]=[CH:22][C:23]=2[C@H:24]2[CH2:29][C@@H:28]([NH:30]C(=O)OC(C)(C)C)[C@H:27](SC)[C@@H:26]([CH3:40])[CH2:25]2)=[O:16])[CH:12]=[CH:11][C:10]=1[F:41].O[O:43][S:44]([O-:46])=O.[K+].[C:48](O)(C(F)(F)F)=O.C(Cl)Cl. (9) Given the product [Cl:25][C:26]1[CH:27]=[C:28]([CH:32]=[CH:33][C:34]=1[Cl:35])[CH2:29][CH2:30][NH:31][C:21]([C:20]1[CH:24]=[C:16]([N:14]2[CH2:13][C@@H:11]3[CH2:12][N:8]([C:6]([O:5][C:1]([CH3:3])([CH3:4])[CH3:2])=[O:7])[CH2:9][C@@H:10]3[CH2:15]2)[CH:17]=[N:18][CH:19]=1)=[O:23], predict the reactants needed to synthesize it. The reactants are: [C:1]([O:5][C:6]([N:8]1[CH2:12][C@H:11]2[CH2:13][N:14]([C:16]3[CH:17]=[N:18][CH:19]=[C:20]([CH:24]=3)[C:21]([OH:23])=O)[CH2:15][C@H:10]2[CH2:9]1)=[O:7])([CH3:4])([CH3:3])[CH3:2].[Cl:25][C:26]1[CH:27]=[C:28]([CH:32]=[CH:33][C:34]=1[Cl:35])[CH2:29][CH2:30][NH2:31]. (10) Given the product [Cl:31][C:3]1[CH:4]=[C:5]2[C:11]3([CH2:15][CH2:14][N:13]([C:16](=[O:18])[C:45]([NH:40][CH3:39])=[O:41])[CH2:12]3)[CH2:10][N:9]([C:24]([NH:32][C:33]3[S:34][C:35]([F:38])=[CH:36][N:37]=3)=[O:30])[C:6]2=[CH:7][CH:8]=1, predict the reactants needed to synthesize it. The reactants are: C([C:3]1[CH:4]=[C:5]2[C:11]3([CH2:15][CH2:14][N:13]([C:16]([O:18]C(C)(C)C)=O)[CH2:12]3)[CH2:10][NH:9][C:6]2=[CH:7][CH:8]=1)#N.Cl[C:24](=[O:30])C(OCC)=O.[ClH:31].[NH2:32][C:33]1[S:34][C:35]([F:38])=[CH:36][N:37]=1.[CH3:39][NH2:40].[O:41]1[CH2:45]CCC1.